Task: Predict the product of the given reaction.. Dataset: Forward reaction prediction with 1.9M reactions from USPTO patents (1976-2016) (1) Given the reactants [CH3:1][O:2][CH:3]([O:6][CH3:7])[CH2:4][NH2:5].[CH2:8]=O.[Cl:10][C:11]1[CH:12]=[C:13]([CH:28]=[CH:29][C:30]=1[Cl:31])[CH2:14][N:15]([CH3:27])[C:16](=[O:26])[CH:17]=[C:18]1[C:22](=[O:23])OC(C)(C)[O:19]1, predict the reaction product. The product is: [Cl:10][C:11]1[CH:12]=[C:13]([CH:28]=[CH:29][C:30]=1[Cl:31])[CH2:14][N:15]([CH3:27])[C:16]([C:17]1[CH2:8][N:5]([CH2:4][CH:3]([O:6][CH3:7])[O:2][CH3:1])[C:22](=[O:23])[C:18]=1[OH:19])=[O:26]. (2) Given the reactants Cl[C:2]1[N:7]=[C:6]([NH:8][C@H:9]([C:11]2[CH:16]=[CH:15][C:14]([F:17])=[CH:13][CH:12]=2)[CH3:10])[CH:5]=[CH:4][CH:3]=1.[NH2:18][C:19]1[CH:24]=[N:23][CH:22]=[CH:21][N:20]=1.C1(P(C2CCCCC2)C2C=CC=CC=2C2C(C(C)C)=CC(C(C)C)=CC=2C(C)C)CCCCC1.CC(C)([O-])C.[Na+], predict the reaction product. The product is: [F:17][C:14]1[CH:15]=[CH:16][C:11]([C@@H:9]([NH:8][C:6]2[CH:5]=[CH:4][CH:3]=[C:2]([NH:18][C:19]3[CH:24]=[N:23][CH:22]=[CH:21][N:20]=3)[N:7]=2)[CH3:10])=[CH:12][CH:13]=1. (3) Given the reactants [Cl:1][C:2]1[C:3]2[N:4]([C:15](=[O:18])[NH:16][N:17]=2)[N:5]=[CH:6][C:7]=1[C:8]1[CH:13]=[CH:12][C:11]([CH3:14])=[CH:10][CH:9]=1.Cl[CH2:20][C:21]1[CH:22]=[CH:23][C:24]([C:27]([F:30])([F:29])[F:28])=[N:25][CH:26]=1.C([O-])([O-])=O.[K+].[K+], predict the reaction product. The product is: [Cl:1][C:2]1[C:3]2[N:4]([C:15](=[O:18])[N:16]([CH2:20][C:21]3[CH:26]=[N:25][C:24]([C:27]([F:30])([F:28])[F:29])=[CH:23][CH:22]=3)[N:17]=2)[N:5]=[CH:6][C:7]=1[C:8]1[CH:9]=[CH:10][C:11]([CH3:14])=[CH:12][CH:13]=1. (4) Given the reactants [C:1]([N:4]1[C:13]2[C:8](=[CH:9][C:10](Br)=[CH:11][CH:12]=2)[C@H:7]([NH:15][C:16]2[CH:23]=[CH:22][C:19]([C:20]#[N:21])=[CH:18][N:17]=2)[CH2:6][C@@H:5]1[CH3:24])(=[O:3])[CH3:2].[C:25]([Si:27]([CH3:30])([CH3:29])[CH3:28])#[CH:26].C(N(CC)CC)C, predict the reaction product. The product is: [C:1]([N:4]1[C:13]2[C:8](=[CH:9][C:10]([C:26]#[C:25][Si:27]([CH3:30])([CH3:29])[CH3:28])=[CH:11][CH:12]=2)[C@H:7]([NH:15][C:16]2[CH:23]=[CH:22][C:19]([C:20]#[N:21])=[CH:18][N:17]=2)[CH2:6][C@@H:5]1[CH3:24])(=[O:3])[CH3:2]. (5) Given the reactants C(N1[C@H:12]([CH3:13])[C@H:11]([C:14]2[CH:19]=[CH:18][CH:17]=[CH:16][CH:15]=2)OC1=O)(=O)CCCCC.[Li+].[OH-:22].[OH:23]O, predict the reaction product. The product is: [CH2:11]([C@H:14]([CH2:15][CH2:16][CH2:17][CH3:18])[C:19]([OH:23])=[O:22])[CH:12]=[CH2:13]. (6) Given the reactants I[C:2]1[N:11]=[C:10]2[N:4]([CH2:5][CH2:6][C:7]3[CH:23]=[CH:22][CH:21]=[CH:20][C:8]=3[CH:9]2[O:12][CH:13]2[CH2:18][CH2:17][N:16]([CH3:19])[CH2:15][CH2:14]2)[C:3]=1[CH3:24].[Si]([O:32][CH2:33][CH2:34][C:35]#[C:36][B-](F)(F)F)(C(C)(C)C)(C)C.[K+].O.C([O-])([O-])=O.[Cs+].[Cs+], predict the reaction product. The product is: [CH3:24][C:3]1[N:4]2[C:10]([CH:9]([O:12][CH:13]3[CH2:14][CH2:15][N:16]([CH3:19])[CH2:17][CH2:18]3)[C:8]3[CH:20]=[CH:21][CH:22]=[CH:23][C:7]=3[CH2:6][CH2:5]2)=[N:11][C:2]=1[C:36]#[C:35][CH2:34][CH2:33][OH:32]. (7) Given the reactants [Cl:1][C:2]1[N:3]=[C:4]([N:14]2[CH2:19][CH2:18][O:17][CH2:16][CH2:15]2)[C:5]2[S:10][C:9]([C:11]([OH:13])=O)=[CH:8][C:6]=2[N:7]=1.[C:20](N1C=CN=C1)([N:22]1C=CN=[CH:23]1)=O.Cl.CNC.C(N(CC)CC)C, predict the reaction product. The product is: [CH3:20][N:22]([CH3:23])[C:11]([C:9]1[S:10][C:5]2[C:4]([N:14]3[CH2:19][CH2:18][O:17][CH2:16][CH2:15]3)=[N:3][C:2]([Cl:1])=[N:7][C:6]=2[CH:8]=1)=[O:13].